From a dataset of Full USPTO retrosynthesis dataset with 1.9M reactions from patents (1976-2016). Predict the reactants needed to synthesize the given product. (1) Given the product [Cl:1][C:2]1[CH:3]=[C:4]2[C:9](=[CH:10][C:11]=1[O:12][CH:13]([CH3:14])[CH3:15])[N:8]=[C:7]([O:16][CH3:17])[C:6]([C@@H:18]([NH:20][S@@:21]([C:23]([CH3:26])([CH3:25])[CH3:24])=[O:22])[CH3:19])=[CH:5]2, predict the reactants needed to synthesize it. The reactants are: [Cl:1][C:2]1[CH:3]=[C:4]2[C:9](=[CH:10][C:11]=1[O:12][CH:13]([CH3:15])[CH3:14])[N:8]=[C:7]([O:16][CH3:17])[C:6](/[C:18](=[N:20]/[S@@:21]([C:23]([CH3:26])([CH3:25])[CH3:24])=[O:22])/[CH3:19])=[CH:5]2.CCC(C)[BH-](C(C)CC)C(C)CC.[Li+]. (2) Given the product [I:11][C:3]1[C:4]2[C:5](=[N:6][CH:7]=[N:8][C:9]=2[NH2:10])[NH:1][N:2]=1, predict the reactants needed to synthesize it. The reactants are: [NH:1]1[C:5]2=[N:6][CH:7]=[N:8][C:9]([NH2:10])=[C:4]2[CH:3]=[N:2]1.[I:11]N1C(=O)CCC1=O.S([O-])([O-])(=O)=S.[Na+].[Na+]. (3) Given the product [CH2:9]([C:3]1[CH2:7][CH2:6][C:5](=[O:8])[CH:4]=1)[CH2:10][C:11]1[CH:16]=[CH:15][CH:14]=[CH:13][CH:12]=1, predict the reactants needed to synthesize it. The reactants are: CO[C:3]1[CH2:7][CH2:6][C:5](=[O:8])[CH:4]=1.[CH2:9]([Mg]Cl)[CH2:10][C:11]1[CH:16]=[CH:15][CH:14]=[CH:13][CH:12]=1.